This data is from Reaction yield outcomes from USPTO patents with 853,638 reactions. The task is: Predict the reaction yield, written as a fraction of the theoretical maximum amount of product (1.0 means a 100% yield; for example, 0.34 means a 34% yield). (1) The product is [O:23]=[C:22]1[N:1]([C:3]2[N:8]=[CH:7][C:6]([C:9]([O:11][C:12]([CH3:15])([CH3:14])[CH3:13])=[O:10])=[CH:5][CH:4]=2)[NH:2][C:17]2[CH2:21][S:20][CH2:19][C:18]1=2. The yield is 0.610. No catalyst specified. The reactants are [NH:1]([C:3]1[N:8]=[CH:7][C:6]([C:9]([O:11][C:12]([CH3:15])([CH3:14])[CH3:13])=[O:10])=[CH:5][CH:4]=1)[NH2:2].O=[C:17]1[CH2:21][S:20][CH2:19][CH:18]1[C:22](OC)=[O:23]. (2) The yield is 0.690. The catalyst is C(Cl)(Cl)Cl. The reactants are ClC1C=C(C=CC=1)C(OO)=[O:6].[Cl:12][C:13]1[CH:18]=[CH:17][C:16]([NH:19][C:20]([C:22]2[C:23]([S:28][CH2:29][C:30]3[CH:35]=[CH:34][N:33]=[CH:32][CH:31]=3)=[N:24][CH:25]=[CH:26][CH:27]=2)=[O:21])=[CH:15][CH:14]=1. The product is [Cl:12][C:13]1[CH:18]=[CH:17][C:16]([NH:19][C:20]([C:22]2[C:23]([S:28]([CH2:29][C:30]3[CH:31]=[CH:32][N:33]=[CH:34][CH:35]=3)=[O:6])=[N:24][CH:25]=[CH:26][CH:27]=2)=[O:21])=[CH:15][CH:14]=1. (3) The reactants are I[C:2]1[C:7]2[N:8]([C:11]3[CH:16]=[CH:15][CH:14]=[CH:13][CH:12]=3)[CH:9]=[N:10][C:6]=2[CH:5]=[C:4]([C:17]([F:20])([F:19])[F:18])[CH:3]=1.[C:21]1(B(O)O)[CH:26]=[CH:25][CH:24]=[CH:23][CH:22]=1.C(=O)([O-])[O-].[K+].[K+]. The catalyst is O.C(COC)OC.C1C=CC([P]([Pd]([P](C2C=CC=CC=2)(C2C=CC=CC=2)C2C=CC=CC=2)([P](C2C=CC=CC=2)(C2C=CC=CC=2)C2C=CC=CC=2)[P](C2C=CC=CC=2)(C2C=CC=CC=2)C2C=CC=CC=2)(C2C=CC=CC=2)C2C=CC=CC=2)=CC=1. The product is [C:11]1([N:8]2[C:7]3[C:2]([C:21]4[CH:26]=[CH:25][CH:24]=[CH:23][CH:22]=4)=[CH:3][C:4]([C:17]([F:20])([F:19])[F:18])=[CH:5][C:6]=3[N:10]=[CH:9]2)[CH:16]=[CH:15][CH:14]=[CH:13][CH:12]=1. The yield is 0.470. (4) The reactants are [Cl:1][C:2]1[C:7]([OH:8])=[CH:6][CH:5]=[CH:4][N:3]=1.O.Cl[C:11]([F:16])([F:15])C([O-])=O.[Na+].C(=O)([O-])[O-].[K+].[K+]. The catalyst is CN(C=O)C. The product is [Cl:1][C:2]1[C:7]([O:8][CH:11]([F:16])[F:15])=[CH:6][CH:5]=[CH:4][N:3]=1. The yield is 0.720. (5) The reactants are Br[C:2]1[CH:7]=[CH:6][C:5]([Cl:8])=[CH:4][C:3]=1[CH3:9].CC1(C)C(C)(C)OB([C:18]2[CH:28]=[CH:27][CH:26]=[CH:25][C:19]=2[C:20]([O:22][CH2:23][CH3:24])=[O:21])O1.C1(C)C=CC=CC=1.P([O-])([O-])([O-])=O.[K+].[K+].[K+]. The catalyst is O. The product is [Cl:8][C:5]1[CH:6]=[CH:7][C:2]([C:18]2[C:19]([C:20]([O:22][CH2:23][CH3:24])=[O:21])=[CH:25][CH:26]=[CH:27][CH:28]=2)=[C:3]([CH3:9])[CH:4]=1. The yield is 0.990. (6) The reactants are [C:1]12([CH2:11][CH2:12][O:13][CH2:14][CH2:15][O:16][CH2:17][CH2:18][OH:19])[CH2:10][CH:5]3[CH2:6][CH:7]([CH2:9][CH:3]([CH2:4]3)[CH2:2]1)[CH2:8]2.[CH3:20][S:21](Cl)(=[O:23])=[O:22].CCN(CC)CC.CCOC(C)=O. The catalyst is Cl. The product is [CH3:20][S:21]([O:19][CH2:18][CH2:17][O:16][CH2:15][CH2:14][O:13][CH2:12][CH2:11][C:1]12[CH2:10][CH:5]3[CH2:4][CH:3]([CH2:9][CH:7]([CH2:6]3)[CH2:8]1)[CH2:2]2)(=[O:23])=[O:22]. The yield is 0.750. (7) The reactants are [Cl:1][C:2]1[CH:3]=[C:4]([CH:6]=[C:7]([Cl:9])[CH:8]=1)[NH2:5].[CH2:10]([C:12](=O)[C:13]([O-:15])=[O:14])[CH3:11].[CH2:17]1[C:26]2[C:21](=[CH:22][CH:23]=[CH:24][CH:25]=2)[CH:20]=CC1.F[C:28](F)(F)[C:29](O)=O. The catalyst is C(#N)C. The product is [CH2:28]([O:15][C:13]([CH:12]1[CH:10]2[CH:20]([C:21]3[CH:22]=[CH:23][CH:24]=[CH:25][C:26]=3[CH2:17][CH2:11]2)[C:3]2[C:2]([Cl:1])=[CH:8][C:7]([Cl:9])=[CH:6][C:4]=2[NH:5]1)=[O:14])[CH3:29]. The yield is 0.850. (8) The reactants are [C:1]1([CH:7]2[CH2:12][CH2:11][N:10]([C:13]([C:15]3[O:19][C:18]([NH:20][C:21](=[O:27])[O:22][C:23]([CH3:26])([CH3:25])[CH3:24])=[N:17][CH:16]=3)=O)[CH2:9][CH2:8]2)[CH:6]=[CH:5][CH:4]=[CH:3][CH:2]=1.[H-].[H-].[H-].[H-].[Li+].[Al+3]. The catalyst is C1COCC1. The product is [C:1]1([CH:7]2[CH2:12][CH2:11][N:10]([CH2:13][C:15]3[O:19][C:18]([NH:20][C:21](=[O:27])[O:22][C:23]([CH3:25])([CH3:24])[CH3:26])=[N:17][CH:16]=3)[CH2:9][CH2:8]2)[CH:6]=[CH:5][CH:4]=[CH:3][CH:2]=1. The yield is 0.400. (9) The reactants are [CH3:1][O:2][C:3]([C:5]1[CH:6]=[C:7]2[C:12](=[CH:13][CH:14]=1)[N:11]=[N:10][CH:9]=[C:8]2Cl)=[O:4].C([O-])=O.[Na+].C(N(CC)C(C)C)(C)C.O. The catalyst is CS(C)=O.C1C=CC([P]([Pd]([P](C2C=CC=CC=2)(C2C=CC=CC=2)C2C=CC=CC=2)([P](C2C=CC=CC=2)(C2C=CC=CC=2)C2C=CC=CC=2)[P](C2C=CC=CC=2)(C2C=CC=CC=2)C2C=CC=CC=2)(C2C=CC=CC=2)C2C=CC=CC=2)=CC=1. The product is [CH3:1][O:2][C:3]([C:5]1[CH:6]=[C:7]2[C:12](=[CH:13][CH:14]=1)[N:11]=[N:10][CH:9]=[CH:8]2)=[O:4]. The yield is 0.100.